This data is from Full USPTO retrosynthesis dataset with 1.9M reactions from patents (1976-2016). The task is: Predict the reactants needed to synthesize the given product. (1) Given the product [OH:39][C:35]1[CH:34]=[C:33]([NH:32][CH:2]=[C:3]2[C:11]3[C:6](=[CH:7][CH:8]=[C:9]([C:12]([C:14]4[CH:15]=[C:16]([NH:20][C:21]([C:23]5[N:24]([CH2:29][CH3:30])[N:25]=[C:26]([CH3:28])[CH:27]=5)=[O:22])[CH:17]=[CH:18][CH:19]=4)=[O:13])[CH:10]=3)[NH:5][C:4]2=[O:31])[CH:38]=[CH:37][CH:36]=1, predict the reactants needed to synthesize it. The reactants are: O[CH:2]=[C:3]1[C:11]2[C:6](=[CH:7][CH:8]=[C:9]([C:12]([C:14]3[CH:15]=[C:16]([NH:20][C:21]([C:23]4[N:24]([CH2:29][CH3:30])[N:25]=[C:26]([CH3:28])[CH:27]=4)=[O:22])[CH:17]=[CH:18][CH:19]=3)=[O:13])[CH:10]=2)[NH:5][C:4]1=[O:31].[NH2:32][C:33]1[CH:34]=[C:35]([OH:39])[CH:36]=[CH:37][CH:38]=1. (2) Given the product [Cl:3][C:4]1[C:12]2[N:11]=[C:10]3[N:13]([C:17]4[C:22]([CH3:23])=[CH:21][C:20]([N:24]([CH3:25])[CH3:26])=[N:19][CH:18]=4)[CH2:14][CH2:15][CH2:16][N:9]3[C:8]=2[C:7]([CH:27]([O:30][CH2:31][CH3:32])[CH2:28][CH3:29])=[CH:6][CH:5]=1, predict the reactants needed to synthesize it. The reactants are: [H-].[Na+].[Cl:3][C:4]1[C:12]2[N:11]=[C:10]3[N:13]([C:17]4[CH:18]=[N:19][C:20]([N:24]([CH3:26])[CH3:25])=[CH:21][C:22]=4[CH3:23])[CH2:14][CH2:15][CH2:16][N:9]3[C:8]=2[C:7]([CH:27]([OH:30])[CH2:28][CH3:29])=[CH:6][CH:5]=1.[CH2:31](I)[CH3:32]. (3) Given the product [F:1][C:2]([F:6])([CH3:5])[CH2:3][O:4][S:16]([C:15]([F:28])([F:27])[F:14])(=[O:18])=[O:17], predict the reactants needed to synthesize it. The reactants are: [F:1][C:2]([F:6])([CH3:5])[CH2:3][OH:4].CCN(CC)CC.[F:14][C:15]([F:28])([F:27])[S:16](O[S:16]([C:15]([F:28])([F:27])[F:14])(=[O:18])=[O:17])(=[O:18])=[O:17].